Dataset: Catalyst prediction with 721,799 reactions and 888 catalyst types from USPTO. Task: Predict which catalyst facilitates the given reaction. Reactant: [NH2:1][C@@H:2]([CH3:16])[CH2:3][C:4]1[CH:5]=[C:6]([C@H:10]([NH:12][C:13](=[O:15])[O-:14])[CH3:11])[CH:7]=[CH:8][CH:9]=1.F[C:18]1[N:23]=[C:22]([N:24]([CH3:37])[C:25]2[CH:30]=[CH:29][N:28]=[C:27]([C:31]3[CH:36]=[CH:35][CH:34]=[CH:33][CH:32]=3)[N:26]=2)[CH:21]=[CH:20][N:19]=1. Product: [CH3:37][N:24]([C:25]1[CH:30]=[CH:29][N:28]=[C:27]([C:31]2[CH:36]=[CH:35][CH:34]=[CH:33][CH:32]=2)[N:26]=1)[C:22]1[CH:21]=[CH:20][N:19]=[C:18]([NH:1][C@@H:2]([CH3:16])[CH2:3][C:4]2[CH:5]=[C:6]([C@H:10]([NH:12][C:13](=[O:14])[O:15][C:4]([CH3:5])([CH3:9])[CH3:3])[CH3:11])[CH:7]=[CH:8][CH:9]=2)[N:23]=1. The catalyst class is: 12.